Dataset: NCI-60 drug combinations with 297,098 pairs across 59 cell lines. Task: Regression. Given two drug SMILES strings and cell line genomic features, predict the synergy score measuring deviation from expected non-interaction effect. (1) Drug 1: C1=C(C(=O)NC(=O)N1)F. Cell line: UACC-257. Drug 2: C1CC(C1)(C(=O)O)C(=O)O.[NH2-].[NH2-].[Pt+2]. Synergy scores: CSS=28.0, Synergy_ZIP=-4.92, Synergy_Bliss=-0.446, Synergy_Loewe=1.85, Synergy_HSA=2.07. (2) Drug 1: CC1C(C(CC(O1)OC2CC(CC3=C2C(=C4C(=C3O)C(=O)C5=C(C4=O)C(=CC=C5)OC)O)(C(=O)CO)O)N)O.Cl. Drug 2: C1C(C(OC1N2C=NC(=NC2=O)N)CO)O. Cell line: NCI-H460. Synergy scores: CSS=4.08, Synergy_ZIP=-1.98, Synergy_Bliss=1.13, Synergy_Loewe=-1.50, Synergy_HSA=0.163. (3) Drug 1: CC1=C2C(C(=O)C3(C(CC4C(C3C(C(C2(C)C)(CC1OC(=O)C(C(C5=CC=CC=C5)NC(=O)OC(C)(C)C)O)O)OC(=O)C6=CC=CC=C6)(CO4)OC(=O)C)O)C)O. Drug 2: C1=CC=C(C=C1)NC(=O)CCCCCCC(=O)NO. Cell line: SNB-19. Synergy scores: CSS=16.3, Synergy_ZIP=2.60, Synergy_Bliss=5.77, Synergy_Loewe=4.71, Synergy_HSA=4.87. (4) Drug 1: C1=CN(C=N1)CC(O)(P(=O)(O)O)P(=O)(O)O. Drug 2: CC12CCC3C(C1CCC2OP(=O)(O)O)CCC4=C3C=CC(=C4)OC(=O)N(CCCl)CCCl.[Na+]. Cell line: MALME-3M. Synergy scores: CSS=0.529, Synergy_ZIP=-2.42, Synergy_Bliss=-4.84, Synergy_Loewe=-6.48, Synergy_HSA=-6.19. (5) Drug 1: COCCOC1=C(C=C2C(=C1)C(=NC=N2)NC3=CC=CC(=C3)C#C)OCCOC.Cl. Drug 2: B(C(CC(C)C)NC(=O)C(CC1=CC=CC=C1)NC(=O)C2=NC=CN=C2)(O)O. Cell line: 786-0. Synergy scores: CSS=59.4, Synergy_ZIP=-1.05, Synergy_Bliss=1.52, Synergy_Loewe=-19.8, Synergy_HSA=0.427.